From a dataset of Full USPTO retrosynthesis dataset with 1.9M reactions from patents (1976-2016). Predict the reactants needed to synthesize the given product. (1) The reactants are: [Cl:1][C:2]1[C:11]2[C:6](=[CH:7][CH:8]=[CH:9][CH:10]=2)[CH:5]=[CH:4][N:3]=1.[N+:12]([O-])([OH:14])=[O:13].[N+]([O-])([O-])=O.[K+]. Given the product [Cl:1][C:2]1[C:11]2[C:6](=[C:7]([N+:12]([O-:14])=[O:13])[CH:8]=[CH:9][CH:10]=2)[CH:5]=[CH:4][N:3]=1, predict the reactants needed to synthesize it. (2) The reactants are: [F:1][C:2]1[CH:3]=[C:4]([C:8]#[C:9][C:10]2[CH:15]=[N:14][CH:13]=[C:12]([CH3:16])[N:11]=2)[CH:5]=[CH:6][CH:7]=1.C(OCC)C.C(Cl)[Cl:23]. Given the product [ClH:23].[F:1][C:2]1[CH:3]=[C:4]([C:8]#[C:9][C:10]2[CH:15]=[N:14][CH:13]=[C:12]([CH3:16])[N:11]=2)[CH:5]=[CH:6][CH:7]=1, predict the reactants needed to synthesize it. (3) Given the product [CH2:3]([C:5]1[N:6]=[C:7]([C:10]2[CH:11]=[CH:12][C:13]([O:16][CH2:17][CH2:18][CH2:19][O:20][C:21]3[CH:22]=[C:23]4[C:27](=[CH:28][CH:29]=3)[N:26]([CH:30]([CH3:35])[C:31]([OH:33])=[O:32])[CH:25]=[CH:24]4)=[N:14][CH:15]=2)[S:8][CH:9]=1)[CH3:4], predict the reactants needed to synthesize it. The reactants are: [OH-].[Li+].[CH2:3]([C:5]1[N:6]=[C:7]([C:10]2[CH:11]=[CH:12][C:13]([O:16][CH2:17][CH2:18][CH2:19][O:20][C:21]3[CH:22]=[C:23]4[C:27](=[CH:28][CH:29]=3)[N:26]([CH:30]([CH3:35])[C:31]([O:33]C)=[O:32])[CH:25]=[CH:24]4)=[N:14][CH:15]=2)[S:8][CH:9]=1)[CH3:4].CO.O. (4) Given the product [CH3:32][C:8]1([CH3:31])[NH:9][C:10](=[O:30])[C:11]([C:12]2[CH:13]=[CH:14][C:15]([O:18][CH2:19][C:36]3[CH:37]=[CH:38][C:39]4[C:40](=[CH:8][CH:7]=[CH:11][CH:10]=4)[N:35]=3)=[CH:16][CH:17]=2)=[C:7]1[C:38]1[CH:39]=[CH:40][N:35]=[CH:36][CH:37]=1, predict the reactants needed to synthesize it. The reactants are: FC(F)(F)S(O[C:7]1[C:8]([CH3:32])([CH3:31])[NH:9][C:10](=[O:30])[C:11]=1[C:12]1[CH:17]=[CH:16][C:15]([O:18][CH2:19]C2C=CC3C(=CC=CC=3)N=2)=[CH:14][CH:13]=1)(=O)=O.[N:35]1[CH:40]=[CH:39][C:38](B(O)O)=[CH:37][CH:36]=1.C([O-])([O-])=O.[Na+].[Na+].